Dataset: Full USPTO retrosynthesis dataset with 1.9M reactions from patents (1976-2016). Task: Predict the reactants needed to synthesize the given product. (1) Given the product [C:19]1([C@@H:17]([N:14]2[CH2:15][CH2:16][C:11]3[N:1]=[C:2]([OH:3])[N:4]=[C:25]([OH:26])[C:12]=3[CH2:13]2)[CH3:18])[CH:20]=[CH:21][CH:22]=[CH:23][CH:24]=1, predict the reactants needed to synthesize it. The reactants are: [NH2:1][C:2]([NH2:4])=[O:3].C[O-].[Na+].CO.O=[C:11]1[CH2:16][CH2:15][N:14]([C@H:17]([C:19]2[CH:24]=[CH:23][CH:22]=[CH:21][CH:20]=2)[CH3:18])[CH2:13][C@@H:12]1[C:25](OCC)=[O:26]. (2) Given the product [Cl:1][C:2]1[CH:7]=[C:6]([N:8]2[CH2:9][CH2:10][O:11][CH2:12][CH2:13]2)[N:5]=[C:4]([NH:14][CH2:15][CH2:16][C:17]2[CH:22]=[CH:21][N:26]=[C:25]([F:24])[CH:30]=2)[N:3]=1, predict the reactants needed to synthesize it. The reactants are: [Cl:1][C:2]1[CH:7]=[C:6]([N:8]2[CH2:13][CH2:12][O:11][CH2:10][CH2:9]2)[N:5]=[C:4]([NH:14][CH2:15][CH2:16][C:17]2[CH:22]=[CH:21]C=C(C)N=2)[N:3]=1.[F:24][C:25]1[CH:30]=C(CCN)C=C[N:26]=1. (3) Given the product [C:18]([O:21][CH2:22][CH2:23][CH2:24][CH2:25][O:17][C:3]1[C:2]([Cl:1])=[CH:7][C:6]([O:8][CH2:9][C:10]2[CH:15]=[CH:14][CH:13]=[CH:12][CH:11]=2)=[CH:5][C:4]=1[Cl:16])(=[O:20])[CH3:19], predict the reactants needed to synthesize it. The reactants are: [Cl:1][C:2]1[CH:7]=[C:6]([O:8][CH2:9][C:10]2[CH:15]=[CH:14][CH:13]=[CH:12][CH:11]=2)[CH:5]=[C:4]([Cl:16])[C:3]=1[OH:17].[C:18]([O:21][CH2:22][CH2:23][CH2:24][CH2:25]Br)(=[O:20])[CH3:19].C(=O)([O-])[O-].[K+].[K+]. (4) The reactants are: [N:1]1[C:10]2[C:5](=[CH:6][CH:7]=[CH:8][CH:9]=2)[C:4]([CH:11]2[CH2:16][CH2:15][C:14](=O)[CH2:13][CH2:12]2)=[CH:3][CH:2]=1.C([O-])(=O)C.[NH4+].C([BH3-])#[N:24].[Na+]. Given the product [N:1]1[C:10]2[C:5](=[CH:6][CH:7]=[CH:8][CH:9]=2)[C:4]([CH:11]2[CH2:16][CH2:15][CH:14]([NH2:24])[CH2:13][CH2:12]2)=[CH:3][CH:2]=1, predict the reactants needed to synthesize it.